From a dataset of Full USPTO retrosynthesis dataset with 1.9M reactions from patents (1976-2016). Predict the reactants needed to synthesize the given product. (1) Given the product [Cl:1][C:2]1[N:7]=[C:6]([NH:16][C:15]2[CH:17]=[CH:18][C:19]([I:20])=[C:13]([F:12])[CH:14]=2)[C:5]([N+:9]([O-:11])=[O:10])=[CH:4][N:3]=1, predict the reactants needed to synthesize it. The reactants are: [Cl:1][C:2]1[N:7]=[C:6](Cl)[C:5]([N+:9]([O-:11])=[O:10])=[CH:4][N:3]=1.[F:12][C:13]1[CH:14]=[C:15]([CH:17]=[CH:18][C:19]=1[I:20])[NH2:16].C(N(CC)CC)C. (2) Given the product [C:19]([C:21]1[CH:26]=[CH:25][C:24]([O:18][C@H:15]2[CH2:14][CH2:13][C@H:12]([C:10]([N:7]3[CH2:8][CH2:9][N:4]([CH:1]([CH3:3])[CH3:2])[CH2:5][CH2:6]3)=[O:11])[CH2:17][CH2:16]2)=[CH:23][CH:22]=1)#[N:20], predict the reactants needed to synthesize it. The reactants are: [CH:1]([N:4]1[CH2:9][CH2:8][N:7]([C:10]([C@H:12]2[CH2:17][CH2:16][C@@H:15]([OH:18])[CH2:14][CH2:13]2)=[O:11])[CH2:6][CH2:5]1)([CH3:3])[CH3:2].[C:19]([C:21]1[CH:26]=[CH:25][C:24](O)=[CH:23][CH:22]=1)#[N:20].N(C(OC(C)(C)C)=O)=NC(OC(C)(C)C)=O. (3) Given the product [CH2:5]([O:7][C:8]1[CH:17]=[C:16]2[CH:11]([CH2:12][CH2:13][N:14]([CH2:40][C:39]3[CH:42]=[C:43]([O:47][CH3:48])[C:44]([O:45][CH3:46])=[C:37]([O:36][CH3:35])[CH:38]=3)[CH2:15]2)[CH2:10][C:9]=1[O:18][CH2:19][C:20]1[CH:25]=[CH:24][CH:23]=[CH:22][CH:21]=1)[CH3:6], predict the reactants needed to synthesize it. The reactants are: C(O)(=O)C.[CH2:5]([O:7][C:8]1[CH:17]=[C:16]2[C:11]([CH2:12][CH2:13][NH:14][CH2:15]2)=[CH:10][C:9]=1[O:18][CH2:19][C:20]1[CH:25]=[CH:24][CH:23]=[CH:22][CH:21]=1)[CH3:6].CCN(C(C)C)C(C)C.[CH3:35][O:36][C:37]1[CH:38]=[C:39]([CH:42]=[C:43]([O:47][CH3:48])[C:44]=1[O:45][CH3:46])[CH2:40]Cl.O.